From a dataset of Reaction yield outcomes from USPTO patents with 853,638 reactions. Predict the reaction yield, written as a fraction of the theoretical maximum amount of product (1.0 means a 100% yield; for example, 0.34 means a 34% yield). (1) The reactants are [Cl:1][C:2]1[CH:3]=[C:4]([C:9]([C:12]2[N:16]([C:17]3[CH:22]=[CH:21][C:20]([F:23])=[C:19]([O:24][CH3:25])[CH:18]=3)[C:15]([SH:26])=[N:14][CH:13]=2)([CH3:11])[CH3:10])[CH:5]=[CH:6][C:7]=1[Cl:8].[Br:27][C:28]1[CH:37]=[CH:36][C:35]([CH2:38]Br)=[CH:34][C:29]=1[C:30]([O:32][CH3:33])=[O:31].C(=O)([O-])[O-].[K+].[K+]. The catalyst is CC(C)=O. The product is [Br:27][C:28]1[CH:37]=[CH:36][C:35]([CH2:38][S:26][C:15]2[N:16]([C:17]3[CH:22]=[CH:21][C:20]([F:23])=[C:19]([O:24][CH3:25])[CH:18]=3)[C:12]([C:9]([C:4]3[CH:5]=[CH:6][C:7]([Cl:8])=[C:2]([Cl:1])[CH:3]=3)([CH3:11])[CH3:10])=[CH:13][N:14]=2)=[CH:34][C:29]=1[C:30]([O:32][CH3:33])=[O:31]. The yield is 0.830. (2) The reactants are [CH2:1]([O:3][C:4]1[CH:9]=[CH:8][C:7]([C:10]2[CH:11]=[C:12]3[C:16](=[CH:17][CH:18]=2)[C:15](=[O:19])[O:14][CH2:13]3)=[C:6]([O:20]COC)[C:5]=1[O:24][CH3:25])[CH3:2].Cl. The catalyst is CO. The product is [CH2:1]([O:3][C:4]1[CH:9]=[CH:8][C:7]([C:10]2[CH:11]=[C:12]3[C:16](=[CH:17][CH:18]=2)[C:15](=[O:19])[O:14][CH2:13]3)=[C:6]([OH:20])[C:5]=1[O:24][CH3:25])[CH3:2]. The yield is 0.680. (3) The reactants are [C:1]([C:5]1[CH:24]=[CH:23][CH:22]=[CH:21][C:6]=1[O:7][CH:8]1[CH2:12][CH2:11][N:10]([C:13](=[O:20])[CH2:14][C:15]([O:17]CC)=[O:16])[CH2:9]1)([CH3:4])([CH3:3])[CH3:2].[OH-].[Li+].Cl. The catalyst is C(O)C. The product is [C:1]([C:5]1[CH:24]=[CH:23][CH:22]=[CH:21][C:6]=1[O:7][CH:8]1[CH2:12][CH2:11][N:10]([C:13](=[O:20])[CH2:14][C:15]([OH:17])=[O:16])[CH2:9]1)([CH3:4])([CH3:2])[CH3:3]. The yield is 0.480. (4) The reactants are [Cl:1][C:2]1[CH:3]=[C:4]2[C:8](=[CH:9][CH:10]=1)[N:7]([CH2:11][C:12]([O:14]CCCC)=[O:13])[C:6]([CH3:19])=[C:5]2[C:20]1[C:29]2[C:24](=[CH:25][CH:26]=[CH:27][CH:28]=2)[C:23](=[O:30])[N:22]([CH2:31][C:32]2[CH:37]=[CH:36][CH:35]=[C:34]([F:38])[C:33]=2[F:39])[N:21]=1.FC(F)(F)C(O)=O. The catalyst is O. The product is [Cl:1][C:2]1[CH:3]=[C:4]2[C:8](=[CH:9][CH:10]=1)[N:7]([CH2:11][C:12]([OH:14])=[O:13])[C:6]([CH3:19])=[C:5]2[C:20]1[C:29]2[C:24](=[CH:25][CH:26]=[CH:27][CH:28]=2)[C:23](=[O:30])[N:22]([CH2:31][C:32]2[CH:37]=[CH:36][CH:35]=[C:34]([F:38])[C:33]=2[F:39])[N:21]=1. The yield is 0.232. (5) The product is [O:16]=[C:7]1[C:8]2[C:13](=[CH:12][CH:11]=[CH:10][CH:9]=2)[C:14](=[O:15])[N:6]1[CH2:5][CH:4]=[O:3]. The reactants are C([O:3][CH:4](OCC)[CH2:5][N:6]1[C:14](=[O:15])[C:13]2[C:8](=[CH:9][CH:10]=[CH:11][CH:12]=2)[C:7]1=[O:16])C. The yield is 0.950. The catalyst is C(O)=O. (6) The yield is 0.425. The reactants are [CH:1]([NH:4][C:5]([C@@H:7]1[CH2:12][CH2:11][C@H:10]([N:13]2[C:21]3[CH:20]=[C:19]([O:22][CH2:23][CH2:24][N:25]4[CH2:30][CH2:29][CH2:28][CH2:27][CH2:26]4)[N:18]=[CH:17][C:16]=3[NH:15]/[C:14]/2=[N:31]\[C:32]([C:34]2[CH:35]=[CH:36][C:37]3C=CS[C:38]=3[CH:42]=2)=[O:33])[CH2:9][CH2:8]1)=[O:6])([CH3:3])[CH3:2].[CH3:43][O:44]C1C=C(C=CC=1)C(O)=O. No catalyst specified. The product is [CH:1]([NH:4][C:5]([C@@H:7]1[CH2:12][CH2:11][C@H:10]([N:13]2[C:21]3[CH:20]=[C:19]([O:22][CH2:23][CH2:24][N:25]4[CH2:30][CH2:29][CH2:28][CH2:27][CH2:26]4)[N:18]=[CH:17][C:16]=3[NH:15]/[C:14]/2=[N:31]\[C:32](=[O:33])[C:34]2[CH:35]=[CH:36][CH:37]=[C:38]([O:44][CH3:43])[CH:42]=2)[CH2:9][CH2:8]1)=[O:6])([CH3:2])[CH3:3]. (7) The reactants are [CH2:1]([O:8][C:9]1[CH:14]=[C:13]([OH:15])[CH:12]=[CH:11][C:10]=1/[CH:16]=[CH:17]/[C:18]([O:20][CH2:21][CH3:22])=[O:19])[C:2]1[CH:7]=[CH:6][CH:5]=[CH:4][CH:3]=1.I[CH:24]([CH3:26])[CH3:25].C(=O)([O-])[O-].[K+].[K+].O. The catalyst is CN(C)C=O. The product is [CH2:1]([O:8][C:9]1[CH:14]=[C:13]([O:15][CH:24]([CH3:26])[CH3:25])[CH:12]=[CH:11][C:10]=1/[CH:16]=[CH:17]/[C:18]([O:20][CH2:21][CH3:22])=[O:19])[C:2]1[CH:3]=[CH:4][CH:5]=[CH:6][CH:7]=1. The yield is 0.860.